Dataset: Peptide-MHC class II binding affinity with 134,281 pairs from IEDB. Task: Regression. Given a peptide amino acid sequence and an MHC pseudo amino acid sequence, predict their binding affinity value. This is MHC class II binding data. (1) The peptide sequence is KGSNPNYLALLVKYV. The MHC is DRB1_1001 with pseudo-sequence DRB1_1001. The binding affinity (normalized) is 0.800. (2) The peptide sequence is EVTMLYVVASPDLMT. The MHC is DRB1_1201 with pseudo-sequence DRB1_1201. The binding affinity (normalized) is 0.551. (3) The peptide sequence is FTVNQTSRLLMRRMR. The MHC is DRB3_0101 with pseudo-sequence DRB3_0101. The binding affinity (normalized) is 0.474. (4) The peptide sequence is IHLLNSNALLRALRL. The MHC is DRB1_1501 with pseudo-sequence DRB1_1501. The binding affinity (normalized) is 0.647.